From a dataset of Forward reaction prediction with 1.9M reactions from USPTO patents (1976-2016). Predict the product of the given reaction. (1) Given the reactants Cl[CH2:2][C:3]1[N:4]=[CH:5][S:6][CH:7]=1.[OH:8][C:9]1[CH:14]=[CH:13][C:12]([NH:15][C:16]2[C:25]3[C:20](=[CH:21][CH:22]=[CH:23][C:24]=3[O:26][C@H:27]([CH3:33])[CH2:28][NH:29][C:30](=[O:32])[CH3:31])[N:19]=[CH:18][N:17]=2)=[CH:11][C:10]=1[CH3:34], predict the reaction product. The product is: [CH3:34][C:10]1[CH:11]=[C:12]([NH:15][C:16]2[C:25]3[C:20](=[CH:21][CH:22]=[CH:23][C:24]=3[O:26][C@H:27]([CH3:33])[CH2:28][NH:29][C:30](=[O:32])[CH3:31])[N:19]=[CH:18][N:17]=2)[CH:13]=[CH:14][C:9]=1[O:8][CH2:2][C:3]1[N:4]=[CH:5][S:6][CH:7]=1. (2) The product is: [Cl:3][C:4]1[CH:11]=[CH:10][CH:9]=[CH:8][C:5]=1/[CH:6]=[CH:12]/[C:13](=[O:14])/[CH:15]=[CH:6]/[C:5]1[CH:8]=[CH:9][CH:10]=[CH:11][C:4]=1[Cl:3]. Given the reactants [OH-].[Na+].[Cl:3][C:4]1[CH:11]=[CH:10][CH:9]=[CH:8][C:5]=1[CH:6]=O.[CH3:12][C:13]([CH3:15])=[O:14], predict the reaction product. (3) Given the reactants Br[C:2]1[CH:3]=[C:4]([CH:37]=[CH:38][CH:39]=1)[CH2:5][N:6]1[C:10]2[CH:11]=[CH:12][C:13]([O:15][CH2:16][C:17]3[CH:26]=[CH:25][C:24]4[C:19](=[CH:20][CH:21]=[CH:22][CH:23]=4)[N:18]=3)=[CH:14][C:9]=2[N:8]=[C:7]1[CH2:27][C:28]1([C:33]([O:35][CH3:36])=[O:34])[CH2:32][CH2:31][CH2:30][CH2:29]1.C(Cl)Cl.CC1(C)C(C)(C)OB([C:51]2[CH:56]=[CH:55][C:54]([NH:57][S:58]([CH3:61])(=[O:60])=[O:59])=[CH:53][CH:52]=2)O1.C([O-])([O-])=O.[Na+].[Na+], predict the reaction product. The product is: [CH3:61][S:58]([NH:57][C:54]1[CH:53]=[CH:52][C:51]([C:2]2[CH:39]=[CH:38][CH:37]=[C:4]([CH2:5][N:6]3[C:10]4[CH:11]=[CH:12][C:13]([O:15][CH2:16][C:17]5[CH:26]=[CH:25][C:24]6[C:19](=[CH:20][CH:21]=[CH:22][CH:23]=6)[N:18]=5)=[CH:14][C:9]=4[N:8]=[C:7]3[CH2:27][C:28]3([C:33]([O:35][CH3:36])=[O:34])[CH2:29][CH2:30][CH2:31][CH2:32]3)[CH:3]=2)=[CH:56][CH:55]=1)(=[O:60])=[O:59]. (4) Given the reactants [CH3:1][C:2]1[N:7]=[C:6]([NH:8]S(C2C=CC(C3C=CC(C#N)=CC=3)=CC=2)(=O)=O)[CH:5]=[CH:4][CH:3]=1.[Br:26][C:27]1[CH:32]=[CH:31][C:30]([S:33](Cl)(=[O:35])=[O:34])=[CH:29][C:28]=1[C:37]([F:40])([F:39])[F:38], predict the reaction product. The product is: [Br:26][C:27]1[CH:32]=[CH:31][C:30]([S:33]([NH:8][C:6]2[CH:5]=[CH:4][CH:3]=[C:2]([CH3:1])[N:7]=2)(=[O:35])=[O:34])=[CH:29][C:28]=1[C:37]([F:40])([F:39])[F:38]. (5) Given the reactants Br[C:2]1[CH:3]=[C:4]2[C:8](=[CH:9][C:10]=1[CH3:11])[N:7](C(OC(C)(C)C)=O)[N:6]=[CH:5]2.[CH3:19][N:20](C=O)C, predict the reaction product. The product is: [CH3:11][C:10]1[CH:9]=[C:8]2[C:4]([CH:5]=[N:6][NH:7]2)=[CH:3][C:2]=1[C:19]#[N:20].